Dataset: Forward reaction prediction with 1.9M reactions from USPTO patents (1976-2016). Task: Predict the product of the given reaction. (1) Given the reactants Br[CH2:2][CH2:3][N:4]1[CH2:8][CH2:7][CH2:6][CH:5]1[CH3:9].Cl.[Cl:11][C:12]1[CH:17]=[CH:16][C:15]([NH:18]N)=[CH:14][CH:13]=1.[CH3:20][N:21]1[CH2:26][CH2:25][C:24](=O)[CH2:23][CH2:22]1, predict the reaction product. The product is: [Cl:11][C:12]1[CH:17]=[CH:16][C:15]2[N:18]([CH2:2][CH2:3][N:4]3[CH2:8][CH2:7][CH2:6][CH:5]3[CH3:9])[C:24]3[CH2:25][CH2:26][N:21]([CH3:20])[CH2:22][C:23]=3[C:14]=2[CH:13]=1. (2) Given the reactants [CH3:1][S:2]([C:31]1[CH:36]=[CH:35][CH:34]=[CH:33][CH:32]=1)(=[N:4][C:5]1[CH:10]=[C:9]([C:11]2[S:15][C:14]([C:16]3[CH:21]=[CH:20][C:19]([S:22][CH3:23])=[CH:18][CH:17]=3)=[N:13][C:12]=2[C:24]2[CH:25]=[C:26]([CH3:30])[CH:27]=[CH:28][CH:29]=2)[CH:8]=[CH:7][N:6]=1)=[O:3].CN(C=[O:41])C, predict the reaction product. The product is: [CH3:1][S:2]([C:31]1[CH:36]=[CH:35][CH:34]=[CH:33][CH:32]=1)(=[N:4][C:5]1[CH:10]=[C:9]([C:11]2[S:15][C:14]([C:16]3[CH:17]=[CH:18][C:19]([S:22]([CH3:23])=[O:41])=[CH:20][CH:21]=3)=[N:13][C:12]=2[C:24]2[CH:25]=[C:26]([CH3:30])[CH:27]=[CH:28][CH:29]=2)[CH:8]=[CH:7][N:6]=1)=[O:3]. (3) Given the reactants Cl[CH2:2][C:3]([N:5]1[CH2:10][CH2:9][N:8]([CH2:11][C:12]([F:15])([F:14])[F:13])[CH2:7][CH2:6]1)=[O:4].C(=O)([O-])[O-].[K+].[K+].[C:22]([NH:26][C:27]([C:29]1[C:37]2[C:32](=[N:33][CH:34]=[C:35]([C:38]3[C:46]4[C:41](=[CH:42][CH:43]=[C:44]([O:47][CH:48]([F:50])[F:49])[CH:45]=4)[NH:40][N:39]=3)[N:36]=2)[N:31]([CH2:51][O:52][CH2:53][CH2:54][Si:55]([CH3:58])([CH3:57])[CH3:56])[CH:30]=1)=[O:28])([CH3:25])([CH3:24])[CH3:23], predict the reaction product. The product is: [C:22]([NH:26][C:27]([C:29]1[C:37]2[C:32](=[N:33][CH:34]=[C:35]([C:38]3[C:46]4[C:41](=[CH:42][CH:43]=[C:44]([O:47][CH:48]([F:49])[F:50])[CH:45]=4)[N:40]([CH2:2][C:3](=[O:4])[N:5]4[CH2:10][CH2:9][N:8]([CH2:11][C:12]([F:15])([F:14])[F:13])[CH2:7][CH2:6]4)[N:39]=3)[N:36]=2)[N:31]([CH2:51][O:52][CH2:53][CH2:54][Si:55]([CH3:58])([CH3:57])[CH3:56])[CH:30]=1)=[O:28])([CH3:25])([CH3:24])[CH3:23]. (4) The product is: [Cl:9][C:10]1[C:29]([C:36]2[N:35]([CH:46]3[CH2:51][CH2:50][CH2:49][CH2:48][O:47]3)[N:34]=[CH:33][C:32]=2[CH3:31])=[CH:28][C:13]([C:14]([NH:16][C:17]2[CH:22]=[CH:21][C:20]([O:23][C:24]([F:27])([F:26])[F:25])=[CH:19][CH:18]=2)=[O:15])=[CH:12][N:11]=1. Given the reactants [O-]P([O-])([O-])=O.[K+].[K+].[K+].[Cl:9][C:10]1[C:29](I)=[CH:28][C:13]([C:14]([NH:16][C:17]2[CH:22]=[CH:21][C:20]([O:23][C:24]([F:27])([F:26])[F:25])=[CH:19][CH:18]=2)=[O:15])=[CH:12][N:11]=1.[CH3:31][C:32]1[CH:33]=[N:34][N:35]([CH:46]2[CH2:51][CH2:50][CH2:49][CH2:48][O:47]2)[C:36]=1B1OC(C)(C)C(C)(C)O1, predict the reaction product. (5) Given the reactants C([O:8][C:9]1[CH:29]=[CH:28][C:12]([O:13][CH2:14][CH:15]2[CH2:20][CH2:19][N:18]([C:21]([O:23][C:24]([CH3:27])([CH3:26])[CH3:25])=[O:22])[CH2:17][CH2:16]2)=[CH:11][CH:10]=1)C1C=CC=CC=1, predict the reaction product. The product is: [OH:8][C:9]1[CH:10]=[CH:11][C:12]([O:13][CH2:14][CH:15]2[CH2:16][CH2:17][N:18]([C:21]([O:23][C:24]([CH3:25])([CH3:26])[CH3:27])=[O:22])[CH2:19][CH2:20]2)=[CH:28][CH:29]=1. (6) The product is: [N:4]1([C:8]2[O:9][C:10]([C:17]([NH:19][C:20]3[CH:25]=[N:24][C:23]([N:26]4[CH2:31][CH2:30][N:29]([S:53]([C:46]5[C:47]([Cl:52])=[CH:48][C:49]([Cl:51])=[CH:50][C:45]=5[Cl:44])(=[O:55])=[O:54])[CH2:28][CH2:27]4)=[CH:22][CH:21]=3)=[O:18])=[C:11]([C:13]([F:14])([F:16])[F:15])[N:12]=2)[CH2:3][CH2:2][CH2:7][CH2:6][CH2:5]1. Given the reactants C[CH:2]1[CH2:7][CH2:6][CH2:5][N:4]([C:8]2[O:9][C:10]([C:17]([NH:19][C:20]3[CH:21]=[CH:22][C:23]([N:26]4[CH2:31][CH2:30][N:29](CC5C=C(C=CC=5)C(OC)=O)[C:28](=O)[CH2:27]4)=[N:24][CH:25]=3)=[O:18])=[C:11]([C:13]([F:16])([F:15])[F:14])[N:12]=2)[CH2:3]1.[Cl:44][C:45]1[CH:50]=[C:49]([Cl:51])[CH:48]=[C:47]([Cl:52])[C:46]=1[S:53](Cl)(=[O:55])=[O:54], predict the reaction product. (7) Given the reactants [CH3:1][C:2]1[N:7]=[C:6]([N:8]2[CH2:13][CH2:12][C:11](=O)[CH2:10][CH2:9]2)[C:5]([N+:15]([O-:17])=[O:16])=[CH:4][CH:3]=1.C1(P(C2C=CC=CC=2)C2C=CC=CC=2)C=CC=CC=1.[Br:37][C:38](Br)(Br)[F:39].C([Zn]CC)C, predict the reaction product. The product is: [Br:37][C:38]([F:39])=[C:11]1[CH2:12][CH2:13][N:8]([C:6]2[C:5]([N+:15]([O-:17])=[O:16])=[CH:4][CH:3]=[C:2]([CH3:1])[N:7]=2)[CH2:9][CH2:10]1. (8) Given the reactants Cl[S:2]([C:5]1[S:6][C:7]([C:10]2[S:11][C:12]([CH2:15][CH3:16])=[CH:13][CH:14]=2)=[CH:8][CH:9]=1)(=[O:4])=[O:3].[NH2:17][C:18]1[O:22][N:21]=[C:20]([CH3:23])[C:19]=1[Br:24], predict the reaction product. The product is: [Br:24][C:19]1[C:20]([CH3:23])=[N:21][O:22][C:18]=1[NH:17][S:2]([C:5]1[S:6][C:7]([C:10]2[S:11][C:12]([CH2:15][CH3:16])=[CH:13][CH:14]=2)=[CH:8][CH:9]=1)(=[O:4])=[O:3]. (9) The product is: [Br:1][C:2]1[N:3]=[CH:4][C:5](=[O:18])[N:6]([CH2:8][CH2:9][OH:10])[CH:7]=1. Given the reactants [Br:1][C:2]1[N:3]=[CH:4][C:5](=[O:18])[N:6]([CH2:8][CH2:9][O:10][Si](C(C)(C)C)(C)C)[CH:7]=1.Cl, predict the reaction product. (10) Given the reactants [CH2:1]([C:8]1[NH:13][C:12](=[O:14])[CH:11]=[CH:10][N:9]=1)[C:2]1[CH:7]=[CH:6][CH:5]=[CH:4][CH:3]=1.[Br:15]Br, predict the reaction product. The product is: [CH2:1]([C:8]1[NH:13][C:12](=[O:14])[C:11]([Br:15])=[CH:10][N:9]=1)[C:2]1[CH:3]=[CH:4][CH:5]=[CH:6][CH:7]=1.